From a dataset of Catalyst prediction with 721,799 reactions and 888 catalyst types from USPTO. Predict which catalyst facilitates the given reaction. (1) Reactant: [Cl:1][C:2]1[C:3]2[N:4]([C:8]([CH:12]3[CH2:15][C:14](=[O:16])[CH2:13]3)=[N:9][C:10]=2[I:11])[CH:5]=[CH:6][N:7]=1.[BH4-].[Na+]. Product: [Cl:1][C:2]1[C:3]2[N:4]([C:8]([C@@H:12]3[CH2:13][C@H:14]([OH:16])[CH2:15]3)=[N:9][C:10]=2[I:11])[CH:5]=[CH:6][N:7]=1. The catalyst class is: 100. (2) Reactant: Cl[C:2]([O:4][CH2:5][C:6]1[CH:11]=[CH:10][CH:9]=[CH:8][CH:7]=1)=[O:3].[NH2:12][C:13]1[CH:18]=[CH:17][CH:16]=[CH:15][C:14]=1[OH:19]. Product: [OH:19][C:14]1[CH:15]=[CH:16][CH:17]=[CH:18][C:13]=1[NH:12][C:2](=[O:3])[O:4][CH2:5][C:6]1[CH:11]=[CH:10][CH:9]=[CH:8][CH:7]=1. The catalyst class is: 250. (3) Reactant: [O:1]=[C:2]1[N:6]([C:7]2[CH:14]=[CH:13][C:10]([C:11]#[N:12])=[C:9]([C:15]([F:18])([F:17])[F:16])[CH:8]=2)[C@@H:5]2[CH2:19][CH2:20][CH2:21][CH2:22][C@H:4]2[NH:3]1.[H-].[Na+].[Cl:25][C:26]1[C:33]([CH3:34])=[C:32](F)[CH:31]=[CH:30][C:27]=1[C:28]#[N:29]. Product: [Cl:25][C:26]1[C:33]([CH3:34])=[C:32]([N:3]2[C@@H:4]3[CH2:22][CH2:21][CH2:20][CH2:19][C@H:5]3[N:6]([C:7]3[CH:14]=[CH:13][C:10]([C:11]#[N:12])=[C:9]([C:15]([F:18])([F:16])[F:17])[CH:8]=3)[C:2]2=[O:1])[CH:31]=[CH:30][C:27]=1[C:28]#[N:29]. The catalyst class is: 3. (4) Product: [NH:32]1[C:33]2[C:29](=[C:28]([CH2:27][NH:26][C:25]([C:19]3[S:18][C:17]([C:15]([NH:14][C@@H:4]([CH2:5][NH:6][C:7]([C:9]4[S:10][CH:11]=[CH:12][CH:13]=4)=[O:8])[C:3]([OH:38])=[O:2])=[O:16])=[C:21]([CH:22]([CH3:24])[CH3:23])[CH:20]=3)=[O:37])[CH:36]=[CH:35][CH:34]=2)[CH:30]=[N:31]1. The catalyst class is: 20. Reactant: C[O:2][C:3](=[O:38])[C@@H:4]([NH:14][C:15]([C:17]1[S:18][C:19]([C:25](=[O:37])[NH:26][CH2:27][C:28]2[CH:36]=[CH:35][CH:34]=[C:33]3[C:29]=2[CH:30]=[N:31][NH:32]3)=[CH:20][C:21]=1[CH:22]([CH3:24])[CH3:23])=[O:16])[CH2:5][NH:6][C:7]([C:9]1[S:10][CH:11]=[CH:12][CH:13]=1)=[O:8].O.[OH-].[Li+].Cl. (5) Reactant: [Br:1][C:2]1[C:10]2[C:5](=[CH:6][CH:7]=[C:8]([C:11]#[N:12])[CH:9]=2)[NH:4][N:3]=1.[C:13](O[C:13]([O:15][C:16]([CH3:19])([CH3:18])[CH3:17])=[O:14])([O:15][C:16]([CH3:19])([CH3:18])[CH3:17])=[O:14]. Product: [Br:1][C:2]1[C:10]2[C:5](=[CH:6][CH:7]=[C:8]([C:11]#[N:12])[CH:9]=2)[N:4]([C:13]([O:15][C:16]([CH3:19])([CH3:18])[CH3:17])=[O:14])[N:3]=1. The catalyst class is: 453. (6) Reactant: Cl.[CH:2]12[CH:7]([C:8]([NH2:10])=[O:9])[CH:6]1[CH2:5][NH:4][CH2:3]2.C(N(CC)CC)C.[CH3:18][C:19]([CH3:24])([CH3:23])[CH2:20][CH:21]=O.C(O[BH-](OC(=O)C)OC(=O)C)(=O)C.[Na+]. Product: [CH3:18][C:19]([CH3:24])([CH3:23])[CH2:20][CH2:21][N:4]1[CH2:5][CH:6]2[CH:2]([CH:7]2[C:8]([NH2:10])=[O:9])[CH2:3]1. The catalyst class is: 61. (7) Reactant: Br[C:2]1[CH:7]=[CH:6][C:5]([CH:8]([NH:12][C:13]([C:15]2[S:16][C:17]([C:20]([CH3:23])([CH3:22])[CH3:21])=[CH:18][CH:19]=2)=[O:14])[C:9]([O-:11])=[O:10])=[CH:4][CH:3]=1.[CH3:24]C([O-])=O.[K+].[CH3:29][C:30]1([CH3:46])[C:34]([CH3:36])([CH3:35])[O:33][B:32]([B:32]2[O:33][C:34]([CH3:36])([CH3:35])[C:30]([CH3:46])([CH3:29])[O:31]2)[O:31]1. Product: [C:20]([C:17]1[S:16][C:15]([C:13]([NH:12][CH:8]([C:5]2[CH:6]=[CH:7][C:2]([B:32]3[O:33][C:34]([CH3:36])([CH3:35])[C:30]([CH3:46])([CH3:29])[O:31]3)=[CH:3][CH:4]=2)[C:9]([O:11][CH3:24])=[O:10])=[O:14])=[CH:19][CH:18]=1)([CH3:23])([CH3:22])[CH3:21]. The catalyst class is: 16. (8) Reactant: [CH2:1]([S:3][C:4]1[CH:9]=[CH:8][C:7]([CH2:10][C:11]2[C:12]([O:17][C@@H:18]3[O:35][C@H:34]([CH2:36][O:37]C(=O)C)[C@@H:29]([O:30]C(=O)C)[C@H:24]([O:25]C(=O)C)[C@H:19]3[O:20]C(=O)C)=[N:13][NH:14][C:15]=2[CH3:16])=[CH:6][CH:5]=1)[CH3:2].C[O-].[Na+]. The catalyst class is: 5. Product: [CH2:1]([S:3][C:4]1[CH:9]=[CH:8][C:7]([CH2:10][C:11]2[C:12]([O:17][C@@H:18]3[O:35][C@H:34]([CH2:36][OH:37])[C@@H:29]([OH:30])[C@H:24]([OH:25])[C@H:19]3[OH:20])=[N:13][NH:14][C:15]=2[CH3:16])=[CH:6][CH:5]=1)[CH3:2]. (9) The catalyst class is: 608. Product: [CH3:1][C:2]1[CH:7]=[CH:6][C:5]([S:8]([O:11][CH2:12][CH:13]2[CH2:17][C:16]3[CH:18]=[C:19]([F:23])[CH:20]=[C:21]([C:26]4[CH:27]=[CH:28][CH:29]=[CH:30][C:25]=4[F:24])[C:15]=3[O:14]2)(=[O:10])=[O:9])=[CH:4][CH:3]=1. Reactant: [CH3:1][C:2]1[CH:7]=[CH:6][C:5]([S:8]([O:11][CH2:12][CH:13]2[CH2:17][C:16]3[CH:18]=[C:19]([F:23])[CH:20]=[C:21](Br)[C:15]=3[O:14]2)(=[O:10])=[O:9])=[CH:4][CH:3]=1.[F:24][C:25]1[CH:30]=[CH:29][CH:28]=[CH:27][C:26]=1B(O)O.C(=O)([O-])[O-].[K+].[K+]. (10) Reactant: CN(C)S([N:6]1[CH:10]=[C:9]([C:11]2[CH:19]=[CH:18][C:14]3[O:15][CH2:16][O:17][C:13]=3[CH:12]=2)[C:8]([C:20]2[CH:25]=[CH:24][CH:23]=[C:22]([CH:26]3[CH2:28][CH2:27]3)[N:21]=2)=[N:7]1)(=O)=O.CC[O-].[Na+]. Product: [O:15]1[C:14]2[CH:18]=[CH:19][C:11]([C:9]3[C:8]([C:20]4[CH:25]=[CH:24][CH:23]=[C:22]([CH:26]5[CH2:28][CH2:27]5)[N:21]=4)=[N:7][NH:6][CH:10]=3)=[CH:12][C:13]=2[O:17][CH2:16]1. The catalyst class is: 242.